From a dataset of Forward reaction prediction with 1.9M reactions from USPTO patents (1976-2016). Predict the product of the given reaction. (1) Given the reactants Cl.Cl.[NH:3]1[CH2:8][CH2:7][CH:6]([CH2:9][CH2:10][CH2:11][CH2:12][NH:13][C:14](=[O:23])[CH:15]=[CH:16][C:17]2[CH:18]=[N:19][CH:20]=[CH:21][CH:22]=2)[CH2:5][CH2:4]1.[C:24]1([N:30]([C:34]2[CH:39]=[CH:38][CH:37]=[CH:36][CH:35]=2)[C:31](Cl)=[O:32])[CH:29]=[CH:28][CH:27]=[CH:26][CH:25]=1, predict the reaction product. The product is: [C:24]1([N:30]([C:34]2[CH:39]=[CH:38][CH:37]=[CH:36][CH:35]=2)[C:31]([N:3]2[CH2:8][CH2:7][CH:6]([CH2:9][CH2:10][CH2:11][CH2:12][NH:13][C:14](=[O:23])[CH:15]=[CH:16][C:17]3[CH:18]=[N:19][CH:20]=[CH:21][CH:22]=3)[CH2:5][CH2:4]2)=[O:32])[CH:25]=[CH:26][CH:27]=[CH:28][CH:29]=1. (2) The product is: [OH:4][C:5]1[CH:6]=[CH:7][C:8]([CH2:9][O:10]/[N:11]=[C:15](/[C:22]2[CH:23]=[CH:24][CH:25]=[CH:26][CH:27]=2)\[CH2:16][CH2:17][C:18]([O:20][CH3:21])=[O:19])=[CH:12][CH:13]=1. Given the reactants COC[O:4][C:5]1[CH:13]=[CH:12][C:8]([CH2:9][O:10][NH2:11])=[CH:7][CH:6]=1.O=[C:15]([C:22]1[CH:27]=[CH:26][CH:25]=[CH:24][CH:23]=1)[CH2:16][CH2:17][C:18]([O:20][CH3:21])=[O:19].C([O-])(=O)C.[Na+].Cl, predict the reaction product.